Dataset: NCI-60 drug combinations with 297,098 pairs across 59 cell lines. Task: Regression. Given two drug SMILES strings and cell line genomic features, predict the synergy score measuring deviation from expected non-interaction effect. (1) Drug 1: CS(=O)(=O)C1=CC(=C(C=C1)C(=O)NC2=CC(=C(C=C2)Cl)C3=CC=CC=N3)Cl. Drug 2: C1CNP(=O)(OC1)N(CCCl)CCCl. Cell line: BT-549. Synergy scores: CSS=4.69, Synergy_ZIP=1.19, Synergy_Bliss=1.09, Synergy_Loewe=-2.24, Synergy_HSA=-0.109. (2) Drug 1: CC1CCC2CC(C(=CC=CC=CC(CC(C(=O)C(C(C(=CC(C(=O)CC(OC(=O)C3CCCCN3C(=O)C(=O)C1(O2)O)C(C)CC4CCC(C(C4)OC)OCCO)C)C)O)OC)C)C)C)OC. Drug 2: C1CN(CCN1C(=O)CCBr)C(=O)CCBr. Cell line: IGROV1. Synergy scores: CSS=29.3, Synergy_ZIP=-8.37, Synergy_Bliss=-4.85, Synergy_Loewe=-1.65, Synergy_HSA=0.247.